This data is from Reaction yield outcomes from USPTO patents with 853,638 reactions. The task is: Predict the reaction yield, written as a fraction of the theoretical maximum amount of product (1.0 means a 100% yield; for example, 0.34 means a 34% yield). (1) The reactants are FC(F)(F)S([O-])(=O)=O.[Mg+2].FC(F)(F)S([O-])(=O)=O.[CH:18]([Si:21]([CH:30]([CH3:32])[CH3:31])([CH:27]([CH3:29])[CH3:28])[O:22][CH2:23][C@@H:24]([OH:26])[CH3:25])([CH3:20])[CH3:19].[O:33]1[CH2:35][C@@H:34]1[C:36]([O:38][CH3:39])=[O:37]. The catalyst is C(OCC)(=O)C. The product is [OH:33][C@H:34]([CH2:35][O:26][C@@H:24]([CH3:25])[CH2:23][O:22][Si:21]([CH:18]([CH3:20])[CH3:19])([CH:27]([CH3:29])[CH3:28])[CH:30]([CH3:32])[CH3:31])[C:36]([O:38][CH3:39])=[O:37]. The yield is 0.410. (2) The reactants are [F:1][C:2]1[CH:7]=[C:6]([N+:8]([O-:10])=[O:9])[C:5]([F:11])=[CH:4][C:3]=1F.[NH:13]1[CH2:18][CH2:17][O:16][CH2:15][CH2:14]1.C([O-])([O-])=O.[K+].[K+]. The yield is 0.630. The catalyst is CS(C)=O.CCOC(C)=O. The product is [F:1][C:2]1[CH:7]=[C:6]([N+:8]([O-:10])=[O:9])[C:5]([F:11])=[CH:4][C:3]=1[N:13]1[CH2:18][CH2:17][O:16][CH2:15][CH2:14]1. (3) The reactants are [CH3:1][O:2][C:3]1[CH:8]=[C:7]([O:9][CH3:10])[N:6]=[C:5]([O:11][CH:12]([CH:16]([CH3:18])[CH3:17])[C:13]([OH:15])=O)[N:4]=1.C1C=CC2N(O)N=NC=2C=1.[NH:29]1[CH2:34][CH2:33][O:32][CH2:31][CH2:30]1.CCN=C=NCCCN(C)C.Cl. No catalyst specified. The product is [CH3:10][O:9][C:7]1[CH:8]=[C:3]([O:2][CH3:1])[N:4]=[C:5]([O:11][CH:12]([CH:16]([CH3:18])[CH3:17])[C:13]([N:29]2[CH2:34][CH2:33][O:32][CH2:31][CH2:30]2)=[O:15])[N:6]=1. The yield is 0.510. (4) The reactants are [C:1]([O:5][C:6]([N:8]1[CH2:13][CH2:12][CH:11]([O:14][C:15]2[CH:20]=[CH:19][C:18]([N+:21]([O-])=O)=[CH:17][C:16]=2[C:24](=[O:27])[NH:25][CH3:26])[CH2:10][CH2:9]1)=[O:7])([CH3:4])([CH3:3])[CH3:2]. The catalyst is CO.[Pd]. The product is [C:1]([O:5][C:6]([N:8]1[CH2:13][CH2:12][CH:11]([O:14][C:15]2[CH:20]=[CH:19][C:18]([NH2:21])=[CH:17][C:16]=2[C:24](=[O:27])[NH:25][CH3:26])[CH2:10][CH2:9]1)=[O:7])([CH3:4])([CH3:3])[CH3:2]. The yield is 0.920.